The task is: Predict which catalyst facilitates the given reaction.. This data is from Catalyst prediction with 721,799 reactions and 888 catalyst types from USPTO. (1) Reactant: [N+:1]([C:4]1[CH:12]=[CH:11][CH:10]=[C:9]2[C:5]=1[C:6](=[O:37])[N:7]([C:14]1([CH2:22][CH2:23][CH2:24][CH2:25][NH:26][C:27](=[O:36])[O:28][CH2:29][C:30]3[CH:35]=[CH:34][CH:33]=[CH:32][CH:31]=3)[CH2:19][CH2:18][C:17](=[O:20])[NH:16][C:15]1=[O:21])[C:8]2=[O:13])([O-])=O.[H][H]. Product: [NH2:1][C:4]1[CH:12]=[CH:11][CH:10]=[C:9]2[C:5]=1[C:6](=[O:37])[N:7]([C:14]1([CH2:22][CH2:23][CH2:24][CH2:25][NH:26][C:27](=[O:36])[O:28][CH2:29][C:30]3[CH:35]=[CH:34][CH:33]=[CH:32][CH:31]=3)[CH2:19][CH2:18][C:17](=[O:20])[NH:16][C:15]1=[O:21])[C:8]2=[O:13]. The catalyst class is: 171. (2) The catalyst class is: 528. Reactant: [CH2:1]([O:3][C:4]([C:6]1[CH:7]=[C:8]2[C:13](=[CH:14][CH:15]=1)[O:12][C:11]([CH3:17])([CH3:16])[CH2:10][C:9]2([CH3:19])[CH3:18])=[O:5])[CH3:2].Cl[CH:21]([O:23]C(Cl)Cl)Cl. Product: [CH2:1]([O:3][C:4]([C:6]1[CH:7]=[C:8]2[C:13](=[C:14]([CH:21]=[O:23])[CH:15]=1)[O:12][C:11]([CH3:17])([CH3:16])[CH2:10][C:9]2([CH3:18])[CH3:19])=[O:5])[CH3:2]. (3) Reactant: [N:1]1([C:5](=[O:36])[CH2:6][C:7]2[CH:34]=[CH:33][C:10]([O:11][CH2:12][CH2:13][C@@H:14]3[CH2:16][C@@H:15]3[CH:17]3[CH2:22][CH2:21][N:20](C(OCC4C=CC=CC=4)=O)[CH2:19][CH2:18]3)=[CH:9][C:8]=2[F:35])[CH2:4][CH2:3][CH2:2]1. Product: [N:1]1([C:5](=[O:36])[CH2:6][C:7]2[CH:34]=[CH:33][C:10]([O:11][CH2:12][CH2:13][C@@H:14]3[CH2:16][C@@H:15]3[CH:17]3[CH2:18][CH2:19][NH:20][CH2:21][CH2:22]3)=[CH:9][C:8]=2[F:35])[CH2:4][CH2:3][CH2:2]1. The catalyst class is: 19. (4) Reactant: [Cl:1][C:2]1[N:6]2[CH:7]=[C:8]([C:15]3[CH:19]=[CH:18][O:17][CH:16]=3)[CH:9]=[C:10]([C:11]([F:14])([F:13])[F:12])[C:5]2=[N:4][C:3]=1[C:20]([OH:22])=O.[NH:23]1[CH2:28][CH2:27][CH:26]([N:29]2[C:33](=[O:34])[CH2:32][NH:31][C:30]2=[O:35])[CH2:25][CH2:24]1.OC1C2N=NNC=2C=CC=1. Product: [Cl:1][C:2]1[N:6]2[CH:7]=[C:8]([C:15]3[CH:19]=[CH:18][O:17][CH:16]=3)[CH:9]=[C:10]([C:11]([F:13])([F:12])[F:14])[C:5]2=[N:4][C:3]=1[C:20]([N:23]1[CH2:24][CH2:25][CH:26]([N:29]2[C:33](=[O:34])[CH2:32][NH:31][C:30]2=[O:35])[CH2:27][CH2:28]1)=[O:22]. The catalyst class is: 85. (5) Reactant: C([NH:8][CH:9]1[CH2:15][CH2:14][C:13]2[CH:16]=[CH:17][CH:18]=[CH:19][C:12]=2[CH2:11][C:10]1=[N:20][OH:21])C1C=CC=CC=1.[ClH:22]. The catalyst class is: 29. Product: [ClH:22].[NH2:8][CH:9]1[CH2:15][CH2:14][C:13]2[CH:16]=[CH:17][CH:18]=[CH:19][C:12]=2[CH2:11][C:10]1=[N:20][OH:21]. (6) Reactant: [CH2:1]([O:3][C:4]([N:6]1[C:15]2[C:10](=[N:11][C:12]([O:16][CH3:17])=[CH:13][CH:14]=2)[C@@H:9]([NH:18][C:19]2[N:24]=[CH:23][C:22]([N:25]3[CH2:30][CH2:29][O:28][CH2:27][CH2:26]3)=[CH:21][N:20]=2)[CH2:8][C@H:7]1[CH2:31][CH3:32])=[O:5])[CH3:2].[H-].[Na+].[F:35][C:36]1[CH:43]=[CH:42][C:39]([CH2:40]Br)=[CH:38][CH:37]=1.O. Product: [CH2:1]([O:3][C:4]([N:6]1[C:15]2[C:10](=[N:11][C:12]([O:16][CH3:17])=[CH:13][CH:14]=2)[C@@H:9]([NH:18][C:19]2[N:20]=[C:21]([CH2:40][C:39]3[CH:42]=[CH:43][C:36]([F:35])=[CH:37][CH:38]=3)[C:22]([N:25]3[CH2:26][CH2:27][O:28][CH2:29][CH2:30]3)=[CH:23][N:24]=2)[CH2:8][C@H:7]1[CH2:31][CH3:32])=[O:5])[CH3:2]. The catalyst class is: 42. (7) Reactant: [C:1]([O:5][C:6]([NH:8][CH:9]([CH2:14][OH:15])[CH2:10][C:11]([OH:13])=[O:12])=[O:7])([CH3:4])([CH3:3])[CH3:2].N1C=CN=C1.[Si:21](Cl)([C:24]([CH3:27])([CH3:26])[CH3:25])([CH3:23])[CH3:22]. Product: [C:1]([O:5][C:6]([NH:8][CH:9]([CH2:14][O:15][Si:21]([C:24]([CH3:27])([CH3:26])[CH3:25])([CH3:23])[CH3:22])[CH2:10][C:11]([OH:13])=[O:12])=[O:7])([CH3:3])([CH3:4])[CH3:2]. The catalyst class is: 85. (8) Reactant: O.Cl.[NH2:3][C@H:4]([C:7]([OH:9])=[O:8])[CH2:5][SH:6].[OH-].[K+].Cl.Cl[CH2:14][C:15]1[CH:24]=[CH:23][C:22]([OH:25])=[C:21]2[C:16]=1[CH:17]=[CH:18][CH:19]=[N:20]2.Cl.[K+].[Br-]. Product: [OH:25][C:22]1[CH:23]=[CH:24][C:15]([CH2:14][S:6][CH2:5][C@@H:4]([C:7]([OH:9])=[O:8])[NH2:3])=[C:16]2[C:21]=1[N:20]=[CH:19][CH:18]=[CH:17]2. The catalyst class is: 58.